From a dataset of Full USPTO retrosynthesis dataset with 1.9M reactions from patents (1976-2016). Predict the reactants needed to synthesize the given product. (1) The reactants are: Cl[CH2:2][O:3][C:4](=[O:17])[CH2:5][CH2:6][C:7]([O:9][CH2:10][C:11]1[CH:16]=[CH:15][CH:14]=[CH:13][CH:12]=1)=[O:8].[I-:18].[Na+]. Given the product [I:18][CH2:2][O:3][C:4](=[O:17])[CH2:5][CH2:6][C:7]([O:9][CH2:10][C:11]1[CH:16]=[CH:15][CH:14]=[CH:13][CH:12]=1)=[O:8], predict the reactants needed to synthesize it. (2) Given the product [CH3:35][N:34]1[C:31]2[CH:32]=[CH:33][C:28]([O:27][C:25]3[CH:24]=[CH:23][N:22]=[C:21]([C:19]4[NH:20][C:16]([C:15]([F:37])([F:14])[F:38])=[CH:17][N:18]=4)[CH:26]=3)=[CH:29][C:30]=2[N:36]=[C:10]1[NH:9][C:6]1[CH:7]=[CH:8][C:3]([C:2]([F:13])([F:12])[F:1])=[CH:4][CH:5]=1, predict the reactants needed to synthesize it. The reactants are: [F:1][C:2]([F:13])([F:12])[C:3]1[CH:8]=[CH:7][C:6]([N:9]=[C:10]=S)=[CH:5][CH:4]=1.[F:14][C:15]([F:38])([F:37])[C:16]1[NH:20][C:19]([C:21]2[CH:26]=[C:25]([O:27][C:28]3[CH:29]=[C:30]([NH2:36])[C:31]([NH:34][CH3:35])=[CH:32][CH:33]=3)[CH:24]=[CH:23][N:22]=2)=[N:18][CH:17]=1.NC(N)=S. (3) Given the product [CH3:46][S:47]([OH:50])(=[O:49])=[O:48].[F:1][C:2]1[CH:3]=[C:4]([NH:21][C:22]([C:24]2[C:25](=[O:45])[N:26]([C:39]3[CH:40]=[CH:41][CH:42]=[CH:43][CH:44]=3)[N:27]([CH2:30][C@H:31]([O:33][C:34](=[O:38])[C@@H:35]([NH2:37])[CH3:36])[CH3:32])[C:28]=2[CH3:29])=[O:23])[CH:5]=[CH:6][C:7]=1[O:8][C:9]1[C:18]2[C:13](=[CH:14][C:15]([O:19][CH3:20])=[CH:16][CH:17]=2)[N:12]=[CH:11][CH:10]=1, predict the reactants needed to synthesize it. The reactants are: [F:1][C:2]1[CH:3]=[C:4]([NH:21][C:22]([C:24]2[C:25](=[O:45])[N:26]([C:39]3[CH:44]=[CH:43][CH:42]=[CH:41][CH:40]=3)[N:27]([CH2:30][C@H:31]([O:33][C:34](=[O:38])[C@@H:35]([NH2:37])[CH3:36])[CH3:32])[C:28]=2[CH3:29])=[O:23])[CH:5]=[CH:6][C:7]=1[O:8][C:9]1[C:18]2[C:13](=[CH:14][C:15]([O:19][CH3:20])=[CH:16][CH:17]=2)[N:12]=[CH:11][CH:10]=1.[CH3:46][S:47]([OH:50])(=[O:49])=[O:48]. (4) The reactants are: [CH3:1][N:2]1[C:6]([CH3:7])=[C:5]([CH:8]=O)[CH:4]=[N:3]1.C[Si](Cl)(C)C.[NH2:15][C:16]1[CH:17]=[C:18]([C:23]2[CH:24]=[C:25]3[CH:32]=[CH:31][N:30](C(OC(C)(C)C)=O)[C:26]3=[N:27][C:28]=2[CH3:29])[CH:19]=[N:20][C:21]=1[Cl:22].C(O[BH-](OC(=O)C)OC(=O)C)(=O)C.[Na+]. Given the product [Cl:22][C:21]1[N:20]=[CH:19][C:18]([C:23]2[CH:24]=[C:25]3[CH:32]=[CH:31][NH:30][C:26]3=[N:27][C:28]=2[CH3:29])=[CH:17][C:16]=1[NH:15][CH2:8][C:5]1[CH:4]=[N:3][N:2]([CH3:1])[C:6]=1[CH3:7], predict the reactants needed to synthesize it. (5) The reactants are: [Br:1][C:2]1[CH:9]=[C:6]([CH:7]=[O:8])[C:5]([OH:10])=[CH:4][CH:3]=1.C([O-])([O-])=O.[K+].[K+].[Br:17][CH2:18][CH2:19]Br.[NH4+].[Cl-]. Given the product [Br:1][C:2]1[CH:3]=[CH:4][C:5]([O:10][CH2:19][CH2:18][Br:17])=[C:6]([CH:9]=1)[CH:7]=[O:8], predict the reactants needed to synthesize it. (6) Given the product [CH3:1][O:2][C:3]([C:5]1[S:14][C:8]2=[CH:9][N:10]=[CH:11][C:12]([Cl:13])=[C:7]2[C:6]=1[O:15][CH2:24][C:23]([O:22][C:18]([CH3:21])([CH3:20])[CH3:19])=[O:26])=[O:4], predict the reactants needed to synthesize it. The reactants are: [CH3:1][O:2][C:3]([C:5]1[S:14][C:8]2=[CH:9][N:10]=[CH:11][C:12]([Cl:13])=[C:7]2[C:6]=1[OH:15])=[O:4].[H-].[Na+].[C:18]([O:22][C:23](=[O:26])[CH2:24]Br)([CH3:21])([CH3:20])[CH3:19].C(=O)(O)[O-].[Na+]. (7) Given the product [O:45]1[CH2:46][CH2:47][CH2:48][C@@H:44]1[CH2:43][N:14]1[C:15]2[C:20](=[CH:19][CH:18]=[CH:17][CH:16]=2)[C:12]2([C:9]3[CH:10]=[CH:11][C:6]([O:5][Si:4]([CH:27]([CH3:29])[CH3:28])([CH:2]([CH3:1])[CH3:3])[CH:24]([CH3:26])[CH3:25])=[CH:7][C:8]=3[O:23][CH2:22]2)[C:13]1=[O:21], predict the reactants needed to synthesize it. The reactants are: [CH3:1][CH:2]([Si:4]([CH:27]([CH3:29])[CH3:28])([CH:24]([CH3:26])[CH3:25])[O:5][C:6]1[CH:11]=[CH:10][C:9]2[C:12]3([CH2:22][O:23][C:8]=2[CH:7]=1)[C:20]1[C:15](=[CH:16][CH:17]=[CH:18][CH:19]=1)[NH:14][C:13]3=[O:21])[CH3:3].[H-].[Na+].CC1C=CC(S(O[CH2:43][C@H:44]2[CH2:48][CH2:47][CH2:46][O:45]2)(=O)=O)=CC=1. (8) Given the product [NH2:14][C:12]1[CH:13]=[C:8]([C:6]([NH:25][CH:26]([CH2:27][OH:28])[CH2:22][OH:23])=[O:7])[CH:9]=[C:10]([C:15]([NH:25][CH:26]([CH2:29][OH:30])[CH2:27][OH:28])=[O:17])[CH:11]=1, predict the reactants needed to synthesize it. The reactants are: C(O[C:6]([C:8]1[CH:13]=[C:12]([NH2:14])[CH:11]=[C:10]([C:15]([O:17]CCCC)=O)[CH:9]=1)=[O:7])CCC.[CH3:22][O-:23].[Na+].[NH2:25][CH:26]([CH2:29][OH:30])[CH2:27][OH:28]. (9) Given the product [NH2:37][C:36]1[C:31]([C:29]([NH:28][C:12]2[C:13]([N:14]3[CH2:19][CH2:18][CH2:17][C@H:16]([NH2:20])[CH2:15]3)=[C:8]3[CH2:7][CH2:6][CH:5]([OH:4])[C:9]3=[N:10][CH:11]=2)=[O:30])=[N:32][C:33]([C:39]2[C:44]([F:45])=[CH:43][CH:42]=[CH:41][C:40]=2[F:46])=[C:34]([F:38])[CH:35]=1, predict the reactants needed to synthesize it. The reactants are: C([O:4][CH:5]1[C:9]2=[N:10][CH:11]=[C:12]([NH:28][C:29]([C:31]3[C:36]([NH2:37])=[CH:35][C:34]([F:38])=[C:33]([C:39]4[C:44]([F:45])=[CH:43][CH:42]=[CH:41][C:40]=4[F:46])[N:32]=3)=[O:30])[C:13]([N:14]3[CH2:19][CH2:18][CH2:17][C@H:16]([NH:20]C(OC(C)(C)C)=O)[CH2:15]3)=[C:8]2[CH2:7][CH2:6]1)(=O)C.CO.[OH-].[Na+].C(O)(C(F)(F)F)=O.